Dataset: Forward reaction prediction with 1.9M reactions from USPTO patents (1976-2016). Task: Predict the product of the given reaction. (1) Given the reactants Br[C:2]1[CH:8]=[C:7]([C:9]([F:12])([F:11])[F:10])[CH:6]=[C:5](Br)[C:3]=1N.CB1OB(C)OB(C)O1.[C:23](=O)([O-])[O-].[K+].[K+].O.C[N:31]([CH:33]=O)C, predict the reaction product. The product is: [CH3:23][C:2]1[CH:8]=[C:7]([C:9]([F:10])([F:11])[F:12])[CH:6]=[C:5]([CH3:3])[C:33]=1[NH2:31]. (2) The product is: [CH3:3][C:2]([Si:5]([C:32]1[CH:33]=[CH:34][CH:35]=[CH:36][CH:37]=1)([C:26]1[CH:31]=[CH:30][CH:29]=[CH:28][CH:27]=1)[O:6][CH2:7][C@@H:8]1[CH2:9][C@H:10]2[C@H:11]([CH2:12]2)[CH2:13][N:15]1[C:16]([O:17][CH2:18][C:19]1[CH:20]=[CH:21][CH:22]=[CH:23][CH:24]=1)=[O:25])([CH3:4])[CH3:1]. Given the reactants [CH3:1][C:2]([Si:5]([C:32]1[CH:37]=[CH:36][CH:35]=[CH:34][CH:33]=1)([C:26]1[CH:31]=[CH:30][CH:29]=[CH:28][CH:27]=1)[O:6][CH2:7][C@@H:8]([NH:15][C:16](=[O:25])[O:17][CH2:18][C:19]1[CH:24]=[CH:23][CH:22]=[CH:21][CH:20]=1)[CH2:9][CH:10]1[CH2:12][CH:11]1[CH2:13]O)([CH3:4])[CH3:3].S(Cl)(C)(=O)=O.[H-].[Na+], predict the reaction product. (3) Given the reactants CC([N:5]([C@@H:9]([CH3:12])[CH2:10][OH:11])[C:6](=[O:8])[O-:7])(C)C.[C:13]1([CH3:23])[CH:18]=[CH:17][C:16]([S:19](Cl)(=[O:21])=[O:20])=[CH:15][CH:14]=1.[CH2:24](N(CC)CC)C.CN([C:34]1[CH:39]=[CH:38]C=CN=1)C, predict the reaction product. The product is: [CH3:23][C:13]1[CH:18]=[CH:17][C:16]([S:19]([O:11][CH2:10][C@@H:9]([NH:5][C:6]([O:7][C:39]([CH3:38])([CH3:34])[CH3:24])=[O:8])[CH3:12])(=[O:21])=[O:20])=[CH:15][CH:14]=1. (4) Given the reactants [C:1]([C:3]1[CH:8]=[CH:7][C:6]([C:9]2[CH:10]=[N:11][N:12]([C:15]3[CH:23]=[CH:22][C:18]([C:19](O)=[O:20])=[CH:17][N:16]=3)[C:13]=2[OH:14])=[C:5]([CH3:24])[CH:4]=1)#[N:2].[CH3:25][NH2:26], predict the reaction product. The product is: [C:1]([C:3]1[CH:8]=[CH:7][C:6]([C:9]2[CH:10]=[N:11][N:12]([C:15]3[CH:23]=[CH:22][C:18]([C:19]([NH:26][CH3:25])=[O:20])=[CH:17][N:16]=3)[C:13]=2[OH:14])=[C:5]([CH3:24])[CH:4]=1)#[N:2]. (5) Given the reactants [NH2:1][C:2]1[CH:7]=[CH:6][C:5]([C:8]([CH3:12])([CH3:11])[C:9]#[N:10])=[C:4](Br)[CH:3]=1.[S:14]1[CH:18]=[CH:17][C:16](B(O)O)=[CH:15]1.C([O-])([O-])=O.[K+].[K+], predict the reaction product. The product is: [NH2:1][C:2]1[CH:7]=[CH:6][C:5]([C:8]([CH3:12])([CH3:11])[C:9]#[N:10])=[C:4]([C:16]2[CH:17]=[CH:18][S:14][CH:15]=2)[CH:3]=1.